From a dataset of Forward reaction prediction with 1.9M reactions from USPTO patents (1976-2016). Predict the product of the given reaction. (1) Given the reactants [N:1]([C:4]1[CH:5]=[CH:6][C:7]([NH:10][C:11](=[O:17])[O:12][C:13]([CH3:16])([CH3:15])[CH3:14])=[N:8][CH:9]=1)=[C:2]=[S:3].[NH2:18][CH:19]([C:23]#[N:24])[C:20]([NH2:22])=[O:21], predict the reaction product. The product is: [NH2:24][C:23]1[S:3][C:2]([NH:1][C:4]2[CH:5]=[CH:6][C:7]([NH:10][C:11](=[O:17])[O:12][C:13]([CH3:14])([CH3:16])[CH3:15])=[N:8][CH:9]=2)=[N:18][C:19]=1[C:20](=[O:21])[NH2:22]. (2) Given the reactants [Br:1][C:2]1[CH:7]=[C:6]2[NH:8][C:9](=[O:28])[C:10]3([CH:15]([C:16]4[CH:21]=[CH:20][CH:19]=[C:18]([Cl:22])[CH:17]=4)[CH2:14][C:13](=[O:23])[NH:12][CH:11]3[C:24](=[CH2:27])[CH2:25][CH3:26])[C:5]2=[CH:4][CH:3]=1.COC([Si](C)(C)C)C.FC(F)(F)C(O)=O, predict the reaction product. The product is: [Br:1][C:2]1[CH:7]=[C:6]2[NH:8][C:9](=[O:28])[C:10]3([CH:15]([C:16]4[CH:21]=[CH:20][CH:19]=[C:18]([Cl:22])[CH:17]=4)[CH2:14][C:13](=[O:23])[NH:12][CH:11]3[C:24](=[CH2:27])[CH2:25][CH3:26])[C:5]2=[CH:4][CH:3]=1. (3) Given the reactants [C:1]1([N:7]2[CH2:12][CH2:11][CH:10]([C:13]([OH:15])=O)[CH2:9][CH2:8]2)[CH:6]=[CH:5][CH:4]=[CH:3][CH:2]=1.BrC1C=CC=CC=1.[S:23]1[C:27]2[CH:28]=[CH:29][CH:30]=[CH:31][C:26]=2[N:25]=[C:24]1[NH2:32], predict the reaction product. The product is: [S:23]1[C:27]2[CH:28]=[CH:29][CH:30]=[CH:31][C:26]=2[N:25]=[C:24]1[NH:32][C:13]([CH:10]1[CH2:9][CH2:8][N:7]([C:1]2[CH:2]=[CH:3][CH:4]=[CH:5][CH:6]=2)[CH2:12][CH2:11]1)=[O:15]. (4) Given the reactants [OH:1][N:2]1[C:7]([CH3:9])([CH3:8])[CH2:6][CH:5]([OH:10])[CH2:4][C:3]1([CH3:12])[CH3:11].S(=O)(=O)(O)O.O.OO.[CH2:21]1[CH2:26][CH2:25][CH2:24][CH2:23][CH2:22]1, predict the reaction product. The product is: [CH:21]1([O:1][N:2]2[C:7]([CH3:8])([CH3:9])[CH2:6][CH:5]([OH:10])[CH2:4][C:3]2([CH3:12])[CH3:11])[CH2:26][CH2:25][CH2:24][CH2:23][CH2:22]1. (5) The product is: [F:35][C:32]1[CH:33]=[CH:34][C:29]([C:8]2[CH:9]=[C:10]([C:14]3[N:18]4[N:19]=[CH:20][C:21]([C:23]([F:24])([F:26])[F:25])=[N:22][C:17]4=[N:16][CH:15]=3)[CH:11]=[CH:12][CH:13]=2)=[N:30][CH:31]=1. Given the reactants CC1(C)COB([C:8]2[CH:9]=[C:10]([C:14]3[N:18]4[N:19]=[CH:20][C:21]([C:23]([F:26])([F:25])[F:24])=[N:22][C:17]4=[N:16][CH:15]=3)[CH:11]=[CH:12][CH:13]=2)OC1.Br[C:29]1[CH:34]=[CH:33][C:32]([F:35])=[CH:31][N:30]=1.C([O-])([O-])=O.[Na+].[Na+], predict the reaction product. (6) Given the reactants C[O:2][C:3](=[O:23])[CH:4]([C:13]1[CH:18]=[CH:17][C:16]([S:19]([CH3:22])(=[O:21])=[O:20])=[CH:15][CH:14]=1)[CH2:5][CH:6]1[CH2:12][CH2:11][CH2:10][CH2:9][CH2:8][CH2:7]1.[OH-].[Na+], predict the reaction product. The product is: [CH:6]1([CH2:5][CH:4]([C:13]2[CH:18]=[CH:17][C:16]([S:19]([CH3:22])(=[O:21])=[O:20])=[CH:15][CH:14]=2)[C:3]([OH:23])=[O:2])[CH2:12][CH2:11][CH2:10][CH2:9][CH2:8][CH2:7]1.